From a dataset of Full USPTO retrosynthesis dataset with 1.9M reactions from patents (1976-2016). Predict the reactants needed to synthesize the given product. (1) Given the product [CH2:1]([N:8]1[C@@H:13]2[C@H:14]([C:16]([OH:18])=[O:17])[CH2:15][C@@:9]1([C:40]1[CH:45]=[CH:44][CH:43]=[CH:42][CH:41]=1)[C@H:10]([O:23][C@H:24]([C:26]1[CH:27]=[C:28]([C:36]([F:38])([F:39])[F:37])[CH:29]=[C:30]([C:32]([F:33])([F:34])[F:35])[CH:31]=1)[CH3:25])[CH2:11][CH2:12]2)[C:2]1[CH:7]=[CH:6][CH:5]=[CH:4][CH:3]=1, predict the reactants needed to synthesize it. The reactants are: [CH2:1]([N:8]1[C@@H:13]2[C@H:14]([C:16]([O:18]C(C)(C)C)=[O:17])[CH2:15][C@@:9]1([C:40]1[CH:45]=[CH:44][CH:43]=[CH:42][CH:41]=1)[C@H:10]([O:23][C@H:24]([C:26]1[CH:31]=[C:30]([C:32]([F:35])([F:34])[F:33])[CH:29]=[C:28]([C:36]([F:39])([F:38])[F:37])[CH:27]=1)[CH3:25])[CH2:11][CH2:12]2)[C:2]1[CH:7]=[CH:6][CH:5]=[CH:4][CH:3]=1.FC(F)(F)C(O)=O. (2) Given the product [Cl:21][C:7]1[CH:6]=[CH:5][C:4]([CH2:3][N:10]2[C:18]3[C:13](=[CH:14][CH:15]=[CH:16][CH:17]=3)[C:12]([CH2:19][OH:20])=[N:11]2)=[CH:9][CH:8]=1, predict the reactants needed to synthesize it. The reactants are: [H-].[Na+].[CH2:3]([N:10]1[C:18]2[C:13](=[CH:14][CH:15]=[CH:16][CH:17]=2)[C:12]([CH2:19][OH:20])=[N:11]1)[C:4]1[CH:9]=[CH:8][CH:7]=[CH:6][CH:5]=1.[Cl:21]C1C=CC(CCl)=CC=1.O. (3) Given the product [CH:25]([N:24]1[C:20]([C:15]2[C:14]([CH2:13][O:12][C:11]3[C:6]([CH:2]=[O:1])=[CH:7][C:8]([O:29][CH3:30])=[N:9][CH:10]=3)=[CH:19][CH:18]=[CH:17][N:16]=2)=[C:21]([CH3:28])[CH:22]=[N:23]1)([CH3:27])[CH3:26], predict the reactants needed to synthesize it. The reactants are: [O:1]1CCO[CH:2]1[C:6]1[C:11]([O:12][CH2:13][C:14]2[C:15]([C:20]3[N:24]([CH:25]([CH3:27])[CH3:26])[N:23]=[CH:22][C:21]=3[CH3:28])=[N:16][CH:17]=[CH:18][CH:19]=2)=[CH:10][N:9]=[C:8]([O:29][CH3:30])[CH:7]=1.Cl. (4) Given the product [CH2:20]([O:19][C:17](=[O:18])[CH2:16][N:13]([CH2:12][CH2:11][C:3]1[C:4]([N+:8]([O-:10])=[O:9])=[CH:5][CH:6]=[CH:7][C:2]=1[Cl:1])[CH3:14])[CH3:21], predict the reactants needed to synthesize it. The reactants are: [Cl:1][C:2]1[CH:7]=[CH:6][CH:5]=[C:4]([N+:8]([O-:10])=[O:9])[C:3]=1[CH2:11][CH2:12][NH:13][CH3:14].Br[CH2:16][C:17]([O:19][CH2:20][CH3:21])=[O:18].C(=O)([O-])[O-].[K+].[K+]. (5) Given the product [ClH:32].[NH2:9][C:10]1([CH3:29])[CH2:14][CH2:13][CH2:12][CH:11]1[NH:15][C:16](=[O:28])[C:17]1[CH:22]=[CH:21][CH:20]=[CH:19][C:18]=1[N:23]1[N:24]=[CH:25][CH:26]=[N:27]1.[Cl:42][C:40]1[CH:39]=[CH:38][C:36]2[N:37]=[C:33]([NH:44][C:45]3([CH3:64])[CH2:49][CH2:48][CH2:47][CH:46]3[NH:50][C:51](=[O:63])[C:52]3[CH:57]=[CH:56][CH:55]=[CH:54][C:53]=3[N:58]3[N:59]=[CH:60][CH:61]=[N:62]3)[S:34][C:35]=2[CH:41]=1, predict the reactants needed to synthesize it. The reactants are: FC1C=CC2N=C([NH:9][C:10]3([CH3:29])[CH2:14][CH2:13][CH2:12][CH:11]3[NH:15][C:16](=[O:28])[C:17]3[CH:22]=[CH:21][CH:20]=[CH:19][C:18]=3[N:23]3[N:27]=[CH:26][CH:25]=[N:24]3)SC=2C=1.[Cl:32][C:33]1[S:34][C:35]2[CH:41]=[C:40]([Cl:42])[CH:39]=[CH:38][C:36]=2[N:37]=1.Cl.[NH2:44][C:45]1([CH3:64])[CH2:49][CH2:48][CH2:47][CH:46]1[NH:50][C:51](=[O:63])[C:52]1[CH:57]=[CH:56][CH:55]=[CH:54][C:53]=1[N:58]1[N:62]=[CH:61][CH:60]=[N:59]1. (6) Given the product [CH:34]1([C:32]2[N:33]=[C:27]([CH:13]3[CH2:14][CH:15]([C:17]4[CH:18]=[CH:19][C:20]([C:23]([F:24])([F:26])[F:25])=[CH:21][CH:22]=4)[CH2:16][N:11]([C:9]([N:6]4[CH2:5][CH2:4][CH:3]([C:1]#[N:2])[CH2:8][CH2:7]4)=[O:10])[CH2:12]3)[O:29][N:31]=2)[CH2:36][CH2:35]1, predict the reactants needed to synthesize it. The reactants are: [C:1]([CH:3]1[CH2:8][CH2:7][N:6]([C:9]([N:11]2[CH2:16][CH:15]([C:17]3[CH:22]=[CH:21][C:20]([C:23]([F:26])([F:25])[F:24])=[CH:19][CH:18]=3)[CH2:14][CH:13]([C:27]([OH:29])=O)[CH2:12]2)=[O:10])[CH2:5][CH2:4]1)#[N:2].O[N:31]=[C:32]([CH:34]1[CH2:36][CH2:35]1)[NH2:33].